From a dataset of Catalyst prediction with 721,799 reactions and 888 catalyst types from USPTO. Predict which catalyst facilitates the given reaction. (1) Reactant: [F:1][C:2]1[CH:3]=[C:4]([NH:9][C:10]2[N:18]=[C:17]([NH:19][NH2:20])[N:16]=[C:15]3[C:11]=2[N:12]=[CH:13][N:14]3[CH3:21])[CH:5]=[CH:6][C:7]=1[F:8].CO[CH:24](OC)[CH2:25][C:26](=O)[CH3:27]. Product: [F:1][C:2]1[CH:3]=[C:4]([NH:9][C:10]2[N:18]=[C:17]([N:19]3[CH:24]=[CH:25][C:26]([CH3:27])=[N:20]3)[N:16]=[C:15]3[C:11]=2[N:12]=[CH:13][N:14]3[CH3:21])[CH:5]=[CH:6][C:7]=1[F:8]. The catalyst class is: 8. (2) Reactant: [CH3:1][C:2]1[O:6][C:5]([C:7]([NH:9][C:10]([C:13]2[N:19]([CH3:20])[C:17](=[O:18])[C:16]([OH:21])=[C:15]([C:22]([NH:24][CH2:25][C:26]3[CH:27]=[CH:28][C:29]([F:32])=[CH:30][CH:31]=3)=[O:23])[N:14]=2)([CH3:12])[CH3:11])=[O:8])=[N:4][N:3]=1.[C:33]([NH2:37])([CH3:36])([CH3:35])[CH3:34]. Product: [CH3:1][C:2]1[O:6][C:5]([C:7]([NH:9][C:10]([C:13]2[N:19]([CH3:20])[C:17](=[O:18])[C:16]([OH:21])=[C:15]([C:22]([NH:24][CH2:25][C:26]3[CH:27]=[CH:28][C:29]([F:32])=[CH:30][CH:31]=3)=[O:23])[N:14]=2)([CH3:12])[CH3:11])=[O:8])=[N:4][N:3]=1.[C:33]([NH2:37])([CH3:36])([CH3:35])[CH3:34]. The catalyst class is: 13. (3) Product: [Cl:1][C:2]1[CH:3]=[CH:4][C:5]([CH3:23])=[C:6]([C:8]2[NH:9][C:10]([C:15]3[CH:20]=[CH:19][N:18]=[C:17]([NH:21][CH3:22])[N:16]=3)=[CH:11][C:12]=2[C:13]([NH2:14])=[O:26])[CH:7]=1. Reactant: [Cl:1][C:2]1[CH:3]=[CH:4][C:5]([CH3:23])=[C:6]([C:8]2[NH:9][C:10]([C:15]3[CH:20]=[CH:19][N:18]=[C:17]([NH:21][CH3:22])[N:16]=3)=[CH:11][C:12]=2[C:13]#[N:14])[CH:7]=1.O.S(=O)(=O)(O)[OH:26].N. The catalyst class is: 67.